From a dataset of Forward reaction prediction with 1.9M reactions from USPTO patents (1976-2016). Predict the product of the given reaction. (1) The product is: [Br:1][C:2]1[CH:3]=[CH:4][C:5]([C:6]2[O:7][C:20](=[O:21])[C:9]3[C:8]=2[C:12](=[O:13])[NH:11][C:10]=3[C:14]2[CH:15]=[CH:16][CH:17]=[CH:18][CH:19]=2)=[CH:25][CH:26]=1. Given the reactants [Br:1][C:2]1[CH:26]=[CH:25][C:5]([C:6]([CH:8]2[C:12](=[O:13])[NH:11][C:10]([C:14]3[CH:19]=[CH:18][CH:17]=[CH:16][CH:15]=3)=[C:9]2[C:20](OCC)=[O:21])=[O:7])=[CH:4][CH:3]=1, predict the reaction product. (2) Given the reactants [C:1]([NH:4][C:5]1[C:6]([I:29])=[C:7]([C:21]([NH:23][CH2:24][CH:25]([OH:28])[CH2:26][OH:27])=[O:22])[C:8]([I:20])=[C:9]([C:18]=1[I:19])[C:10]([NH:12][CH2:13][CH:14]([OH:17])[CH2:15][OH:16])=[O:11])(=[O:3])[CH3:2].B(O)(O)O.[OH-].[K+].[CH2:36](Br)[CH:37]=[CH2:38], predict the reaction product. The product is: [CH2:38]([N:4]([C:5]1[C:18]([I:19])=[C:9]([C:10]([NH:12][CH2:13][CH:14]([OH:17])[CH2:15][OH:16])=[O:11])[C:8]([I:20])=[C:7]([C:6]=1[I:29])[C:21]([NH:23][CH2:24][CH:25]([OH:28])[CH2:26][OH:27])=[O:22])[C:1](=[O:3])[CH3:2])[CH:37]=[CH2:36].